From a dataset of Catalyst prediction with 721,799 reactions and 888 catalyst types from USPTO. Predict which catalyst facilitates the given reaction. (1) Reactant: [SH:1][C:2]1[CH:7]=[CH:6][C:5]([CH2:8][C:9]#[N:10])=[CH:4][CH:3]=1.C(=O)([O-])[O-].[K+].[K+].Br[CH2:18][C:19]#[N:20]. Product: [C:19]([CH2:18][S:1][C:2]1[CH:7]=[CH:6][C:5]([CH2:8][C:9]#[N:10])=[CH:4][CH:3]=1)#[N:20]. The catalyst class is: 21. (2) Reactant: [ClH:1].[F:2][C:3]1[CH:8]=[CH:7][C:6]([F:9])=[CH:5][C:4]=1[C:10]1[CH:19]=[CH:18][C:17]2[C:12](=[CH:13][CH:14]=[C:15]([O:20]C)[CH:16]=2)[C:11]=1[O:22][C:23]1[CH:37]=[CH:36][C:26]([O:27][CH2:28][CH2:29][N:30]2[CH2:35][CH2:34][CH2:33][CH2:32][CH2:31]2)=[CH:25][CH:24]=1.B(Br)(Br)Br. Product: [ClH:1].[F:2][C:3]1[CH:8]=[CH:7][C:6]([F:9])=[CH:5][C:4]=1[C:10]1[C:11]([O:22][C:23]2[CH:37]=[CH:36][C:26]([O:27][CH2:28][CH2:29][N:30]3[CH2:35][CH2:34][CH2:33][CH2:32][CH2:31]3)=[CH:25][CH:24]=2)=[C:12]2[C:17](=[CH:18][CH:19]=1)[CH:16]=[C:15]([OH:20])[CH:14]=[CH:13]2. The catalyst class is: 4. (3) Reactant: [N:1]1([C:5]2[N:10]=[CH:9][C:8]([NH2:11])=[CH:7][CH:6]=2)[CH2:4][CH2:3][CH2:2]1.N1C=CC=CC=1.Cl[C:19]([O:21][C:22]1[CH:27]=[CH:26][CH:25]=[CH:24][CH:23]=1)=[O:20]. Product: [N:1]1([C:5]2[N:10]=[CH:9][C:8]([NH:11][C:19](=[O:20])[O:21][C:22]3[CH:27]=[CH:26][CH:25]=[CH:24][CH:23]=3)=[CH:7][CH:6]=2)[CH2:4][CH2:3][CH2:2]1. The catalyst class is: 47. (4) Reactant: [O:1]1[C:5]2[C:6]([CH2:10][CH2:11][CH:12]3[CH2:17][CH2:16][N:15]([CH2:18][C:19]4[C:20]([O:25]C)=[N:21][CH:22]=[CH:23][N:24]=4)[CH2:14][CH2:13]3)=[CH:7][CH:8]=[CH:9][C:4]=2[CH:3]=[CH:2]1.[I-].[Na+].Cl[Si](C)(C)C.C(=O)([O-])[O-].[Na+].[Na+]. Product: [O:1]1[C:5]2[C:6]([CH2:10][CH2:11][CH:12]3[CH2:17][CH2:16][N:15]([CH2:18][C:19]4[C:20](=[O:25])[NH:21][CH:22]=[CH:23][N:24]=4)[CH2:14][CH2:13]3)=[CH:7][CH:8]=[CH:9][C:4]=2[CH:3]=[CH:2]1. The catalyst class is: 115. (5) Reactant: [C:1]1([CH3:12])[CH:6]=[CH:5][C:4]([O:7][CH2:8][C:9]([OH:11])=O)=[CH:3][CH:2]=1.[NH2:13][CH2:14][CH:15]([OH:27])[CH2:16][N:17]1[CH2:26][CH2:25][C:24]2[C:19](=[CH:20][CH:21]=[CH:22][CH:23]=2)[CH2:18]1.C1N(P(Cl)(N2C(=O)OCC2)=O)C(=O)OC1.CCN(C(C)C)C(C)C. Product: [CH2:18]1[C:19]2[C:24](=[CH:23][CH:22]=[CH:21][CH:20]=2)[CH2:25][CH2:26][N:17]1[CH2:16][CH:15]([OH:27])[CH2:14][NH:13][C:9](=[O:11])[CH2:8][O:7][C:4]1[CH:3]=[CH:2][C:1]([CH3:12])=[CH:6][CH:5]=1. The catalyst class is: 2. (6) Reactant: [N:1]1[C:10]2[C:5](=[CH:6][C:7]([CH2:11][NH2:12])=[CH:8][CH:9]=2)[CH:4]=[CH:3][CH:2]=1.Br[C:14]1[C:15]([NH2:21])=[N:16][CH:17]=[C:18]([Br:20])[N:19]=1.C(N(C(C)C)CC)(C)C. Product: [Br:20][C:18]1[N:19]=[C:14]([NH:12][CH2:11][C:7]2[CH:6]=[C:5]3[C:10](=[CH:9][CH:8]=2)[N:1]=[CH:2][CH:3]=[CH:4]3)[C:15]([NH2:21])=[N:16][CH:17]=1. The catalyst class is: 429. (7) Product: [F:1][C:46]1[CH:47]=[CH:48][C:49]([O:32][CH:18]([C:12]2[CH:13]=[CH:14][CH:15]=[CH:16][CH:17]=2)[CH2:19][N:20]2[CH2:21][CH2:22][N:23]([C:64]3[CH:63]=[CH:65][CH:68]=[CH:67][CH:66]=3)[CH2:24][CH2:25]2)=[CH:50][CH:51]=1. The catalyst class is: 1. Reactant: [F:1]C(F)(F)C1C=CC(O)=CC=1.[C:12]1([CH:18]([OH:32])[CH2:19][N:20]2[CH2:25][CH2:24][NH:23][CH2:22][CH:21]2C2C=CC=CC=2)[CH:17]=[CH:16][CH:15]=[CH:14][CH:13]=1.[C:46]1(P([C:46]2[CH:51]=[CH:50][CH:49]=[CH:48][CH:47]=2)[C:46]2[CH:51]=[CH:50][CH:49]=[CH:48][CH:47]=2)[CH:51]=[CH:50][CH:49]=[CH:48][CH:47]=1.N(C(O[CH:63]([CH3:65])[CH3:64])=O)=NC(OC(C)C)=O.[CH3:66][CH:67](OC(/N=N/C(OC(C)C)=O)=O)[CH3:68]. (8) Reactant: [CH3:1][O:2][C:3]1[CH:8]=[C:7]([N+:9]([O-])=O)[CH:6]=[CH:5][C:4]=1[N:12]1[CH:16]=[N:15][C:14]([CH3:17])=[N:13]1. Product: [CH3:1][O:2][C:3]1[CH:8]=[C:7]([CH:6]=[CH:5][C:4]=1[N:12]1[CH:16]=[N:15][C:14]([CH3:17])=[N:13]1)[NH2:9]. The catalyst class is: 407.